This data is from Catalyst prediction with 721,799 reactions and 888 catalyst types from USPTO. The task is: Predict which catalyst facilitates the given reaction. (1) Reactant: [CH3:1][O:2][C:3]1[CH:4]=[C:5]([OH:11])[CH:6]=[C:7]([O:9][CH3:10])[CH:8]=1.Br[CH2:13][C:14]([O:16][CH2:17][CH3:18])=[O:15].C(=O)([O-])[O-].[K+].[K+]. Product: [CH2:17]([O:16][C:14](=[O:15])[CH2:13][O:11][C:5]1[CH:6]=[C:7]([O:9][CH3:10])[CH:8]=[C:3]([O:2][CH3:1])[CH:4]=1)[CH3:18]. The catalyst class is: 21. (2) Reactant: [CH2:1]([N:3]([CH2:13][CH3:14])[C:4]1[CH:12]=[CH:11][C:7]([C:8]([OH:10])=O)=[CH:6][CH:5]=1)[CH3:2].CN(C)CCCN=C=NCC.[F:26][C:27]1[CH:33]=[CH:32][C:30]([NH2:31])=[CH:29][CH:28]=1. Product: [CH2:13]([N:3]([CH2:1][CH3:2])[C:4]1[CH:5]=[CH:6][C:7]([C:8]([NH:31][C:30]2[CH:32]=[CH:33][C:27]([F:26])=[CH:28][CH:29]=2)=[O:10])=[CH:11][CH:12]=1)[CH3:14]. The catalyst class is: 17. (3) Product: [Cl:1][C:2]1[C:7]([C:8]([F:11])([F:10])[F:9])=[CH:6][C:5]2[N:12]=[C:14]([CH2:15][CH2:16][CH2:17][CH2:18][OH:19])[NH:13][C:4]=2[CH:3]=1. Reactant: [Cl:1][C:2]1[CH:3]=[C:4]([NH2:13])[C:5]([NH2:12])=[CH:6][C:7]=1[C:8]([F:11])([F:10])[F:9].[C:14]1(=O)[O:19][CH2:18][CH2:17][CH2:16][CH2:15]1. The catalyst class is: 33.